This data is from Forward reaction prediction with 1.9M reactions from USPTO patents (1976-2016). The task is: Predict the product of the given reaction. (1) The product is: [F:4][C:5]1[CH:33]=[C:32]([I:34])[CH:31]=[CH:30][C:6]=1[NH:7][C:8]1[C:9]([C:16]([N:2]([CH3:3])[CH3:1])=[O:18])=[CH:10][N:11]([CH3:15])[C:12](=[O:14])[CH:13]=1. Given the reactants [CH3:1][NH:2][CH3:3].[F:4][C:5]1[CH:33]=[C:32]([I:34])[CH:31]=[CH:30][C:6]=1[NH:7][C:8]1[C:9]([C:16]([O:18]C2C(F)=C(F)C(F)=C(F)C=2F)=O)=[CH:10][N:11]([CH3:15])[C:12](=[O:14])[CH:13]=1, predict the reaction product. (2) Given the reactants N1C=CC=NC=1.Cl[C:8]1[N:13]=[CH:12][N:11]=[C:10]([NH:14][C:15]2[CH:20]=[CH:19][C:18]([S:21]([CH3:24])(=[O:23])=[O:22])=[CH:17][CH:16]=2)[C:9]=1[N+:25]([O-:27])=[O:26].[C:28]([O:32][C:33]([N:35]1[CH2:40][CH2:39][CH:38]([NH2:41])[CH2:37][CH2:36]1)=[O:34])([CH3:31])([CH3:30])[CH3:29].C([O-])([O-])=O.[K+].[K+], predict the reaction product. The product is: [C:28]([O:32][C:33]([N:35]1[CH2:40][CH2:39][CH:38]([NH:41][C:8]2[C:9]([N+:25]([O-:27])=[O:26])=[C:10]([NH:14][C:15]3[CH:20]=[CH:19][C:18]([S:21]([CH3:24])(=[O:23])=[O:22])=[CH:17][CH:16]=3)[N:11]=[CH:12][N:13]=2)[CH2:37][CH2:36]1)=[O:34])([CH3:31])([CH3:29])[CH3:30].